This data is from Cav3 T-type calcium channel HTS with 100,875 compounds. The task is: Binary Classification. Given a drug SMILES string, predict its activity (active/inactive) in a high-throughput screening assay against a specified biological target. (1) The molecule is O(c1nc(/[nH]c(c1)C)=C1/C(=O)C=CC=C1)c1ccc(cc1)C. The result is 0 (inactive). (2) The molecule is O1CCN(CC1)CCOc1c(OCC)cc(C2c3c([nH]nc3OC(N)=C2C#N)CCC)cc1. The result is 0 (inactive). (3) The compound is S(=O)(=O)(N(CC(=O)Nc1cc2OCCOc2cc1)c1ccc(cc1)C)c1c([nH]nc1C)C. The result is 0 (inactive). (4) The compound is O(c1ccc(NC(=O)c2nn3c(c2)cccc3)cc1)C. The result is 0 (inactive).